Dataset: NCI-60 drug combinations with 297,098 pairs across 59 cell lines. Task: Regression. Given two drug SMILES strings and cell line genomic features, predict the synergy score measuring deviation from expected non-interaction effect. (1) Drug 1: CC(C)NC(=O)C1=CC=C(C=C1)CNNC.Cl. Drug 2: N.N.Cl[Pt+2]Cl. Cell line: SR. Synergy scores: CSS=53.2, Synergy_ZIP=-0.328, Synergy_Bliss=-0.201, Synergy_Loewe=-20.2, Synergy_HSA=-0.00779. (2) Synergy scores: CSS=33.6, Synergy_ZIP=2.50, Synergy_Bliss=3.93, Synergy_Loewe=-5.25, Synergy_HSA=5.74. Drug 2: C1=NNC2=C1C(=O)NC=N2. Cell line: OVCAR-4. Drug 1: C1=NC2=C(N1)C(=S)N=C(N2)N. (3) Drug 1: CCC1=C2CN3C(=CC4=C(C3=O)COC(=O)C4(CC)O)C2=NC5=C1C=C(C=C5)O. Drug 2: B(C(CC(C)C)NC(=O)C(CC1=CC=CC=C1)NC(=O)C2=NC=CN=C2)(O)O. Cell line: M14. Synergy scores: CSS=71.0, Synergy_ZIP=2.83, Synergy_Bliss=3.71, Synergy_Loewe=4.20, Synergy_HSA=5.17. (4) Drug 1: CCCS(=O)(=O)NC1=C(C(=C(C=C1)F)C(=O)C2=CNC3=C2C=C(C=N3)C4=CC=C(C=C4)Cl)F. Drug 2: CCC(=C(C1=CC=CC=C1)C2=CC=C(C=C2)OCCN(C)C)C3=CC=CC=C3.C(C(=O)O)C(CC(=O)O)(C(=O)O)O. Cell line: NCI-H322M. Synergy scores: CSS=-0.539, Synergy_ZIP=3.32, Synergy_Bliss=4.83, Synergy_Loewe=-0.715, Synergy_HSA=-1.25.